From a dataset of Reaction yield outcomes from USPTO patents with 853,638 reactions. Predict the reaction yield, written as a fraction of the theoretical maximum amount of product (1.0 means a 100% yield; for example, 0.34 means a 34% yield). (1) The reactants are [C:1]([O:5][C:6]([C:8]1([C:18]([OH:20])=O)[CH2:17][CH2:16][C:15]2[C:10](=[CH:11][CH:12]=[CH:13][CH:14]=2)[CH2:9]1)=[O:7])([CH3:4])([CH3:3])[CH3:2].CCN(CC)CC.P([N:44]=[N+:45]=[N-:46])(OC1C=CC=CC=1)(OC1C=CC=CC=1)=O. The catalyst is C1COCC1. The product is [C:1]([O:5][C:6]([C:8]1([C:18]([N:44]=[N+:45]=[N-:46])=[O:20])[CH2:17][CH2:16][C:15]2[C:10](=[CH:11][CH:12]=[CH:13][CH:14]=2)[CH2:9]1)=[O:7])([CH3:4])([CH3:3])[CH3:2]. The yield is 0.580. (2) The reactants are C([O:8][CH2:9][C:10]1[O:11][C:12]2[C:21]3[CH:20]([CH2:22][CH2:23][NH:24][C:25](=[O:27])[CH3:26])[CH2:19][CH2:18][C:17]=3[CH:16]=[CH:15][C:13]=2[N:14]=1)C1C=CC=CC=1. The catalyst is CO.[C].[Pd]. The product is [OH:8][CH2:9][C:10]1[O:11][C:12]2[C:21]3[CH:20]([CH2:22][CH2:23][NH:24][C:25](=[O:27])[CH3:26])[CH2:19][CH2:18][C:17]=3[CH:16]=[CH:15][C:13]=2[N:14]=1. The yield is 0.530. (3) The reactants are [CH3:1][O:2][C:3]1[CH:8]=[C:7]([CH3:9])[CH:6]=[C:5]([O:10][CH3:11])[CH:4]=1.[B-](F)(F)(F)[F:13].[B-](F)(F)(F)F.C1[N+]2(CCl)CC[N+](F)(CC2)C1. The catalyst is C(#N)C. The product is [F:13][C:8]1[C:7]([CH3:9])=[CH:6][C:5]([O:10][CH3:11])=[CH:4][C:3]=1[O:2][CH3:1]. The yield is 0.340.